Dataset: Forward reaction prediction with 1.9M reactions from USPTO patents (1976-2016). Task: Predict the product of the given reaction. (1) Given the reactants C(OC([NH:8][CH2:9][C:10]1[CH:15]=[CH:14][C:13]([NH:16][C:17](=[O:45])[CH2:18][NH:19][C:20](=[O:44])[CH2:21][CH2:22][CH2:23][CH2:24][CH2:25][NH:26][C:27](=[O:43])[O:28][CH2:29][CH:30]2[C:42]3[CH:41]=[CH:40][CH:39]=[CH:38][C:37]=3[C:36]3[C:31]2=[CH:32][CH:33]=[CH:34][CH:35]=3)=[CH:12][CH:11]=1)=O)(C)(C)C.[F:46][C:47]([F:52])([F:51])[C:48]([OH:50])=[O:49], predict the reaction product. The product is: [F:46][C:47]([F:52])([F:51])[C:48]([OH:50])=[O:49].[NH2:8][CH2:9][C:10]1[CH:11]=[CH:12][C:13]([NH:16][C:17](=[O:45])[CH2:18][NH:19][C:20](=[O:44])[CH2:21][CH2:22][CH2:23][CH2:24][CH2:25][NH:26][C:27](=[O:43])[O:28][CH2:29][CH:30]2[C:31]3[CH:32]=[CH:33][CH:34]=[CH:35][C:36]=3[C:37]3[C:42]2=[CH:41][CH:40]=[CH:39][CH:38]=3)=[CH:14][CH:15]=1. (2) Given the reactants [Cl:1][C:2]1[CH:7]=[CH:6][C:5]([OH:8])=[CH:4][C:3]=1[C:9]1[C:18]2[C:13](=[C:14]([Cl:19])[CH:15]=[CH:16][CH:17]=2)[N:12]=[CH:11][N:10]=1.Cl[C:21]1[CH:26]=[C:25]([S:27]([CH3:30])(=[O:29])=[O:28])[CH:24]=[C:23]([Cl:31])[CH:22]=1, predict the reaction product. The product is: [Cl:19][C:14]1[CH:15]=[CH:16][CH:17]=[C:18]2[C:13]=1[N:12]=[CH:11][N:10]=[C:9]2[C:3]1[CH:4]=[C:5]([O:8][C:21]2[CH:26]=[C:25]([S:27]([CH3:30])(=[O:28])=[O:29])[CH:24]=[C:23]([Cl:31])[CH:22]=2)[CH:6]=[CH:7][C:2]=1[Cl:1].